The task is: Predict the reaction yield, written as a fraction of the theoretical maximum amount of product (1.0 means a 100% yield; for example, 0.34 means a 34% yield).. This data is from Reaction yield outcomes from USPTO patents with 853,638 reactions. (1) The reactants are [Si]([O:8][C@H:9]1[CH2:14][CH2:13][C@@H:12]([O:15][C:16]2[C:21]([Cl:22])=[CH:20][C:19]([S:23]([N:26]([CH2:33][C:34]3[CH:39]=[CH:38][C:37]([O:40][CH3:41])=[CH:36][C:35]=3[O:42][CH3:43])[C:27]3[CH:32]=[CH:31][N:30]=[CH:29][N:28]=3)(=[O:25])=[O:24])=[C:18]([F:44])[CH:17]=2)[C@H:11]([C:45]2[N:49]([CH3:50])[N:48]=[CH:47][CH:46]=2)[CH2:10]1)(C(C)(C)C)(C)C.[F-].C([N+](CCCC)(CCCC)CCCC)CCC. The catalyst is C1COCC1. The product is [Cl:22][C:21]1[C:16]([O:15][C@@H:12]2[CH2:13][CH2:14][C@H:9]([OH:8])[CH2:10][C@H:11]2[C:45]2[N:49]([CH3:50])[N:48]=[CH:47][CH:46]=2)=[CH:17][C:18]([F:44])=[C:19]([S:23]([N:26]([CH2:33][C:34]2[CH:39]=[CH:38][C:37]([O:40][CH3:41])=[CH:36][C:35]=2[O:42][CH3:43])[C:27]2[CH:32]=[CH:31][N:30]=[CH:29][N:28]=2)(=[O:25])=[O:24])[CH:20]=1. The yield is 0.820. (2) The catalyst is CN(C=O)C. The reactants are C([O-])([O-])=O.[Cs+].[Cs+].F[C:8]1[CH:23]=[C:22]([C:24]([F:27])([F:26])[F:25])[CH:21]=[CH:20][C:9]=1[C:10]([NH:12][C:13]1[CH:18]=[CH:17][NH:16][C:15](=[O:19])[CH:14]=1)=[O:11].[F:28][C:29]([F:39])([F:38])[O:30][C:31]1[CH:36]=[CH:35][C:34]([OH:37])=[CH:33][CH:32]=1. The product is [O:19]=[C:15]1[CH:14]=[C:13]([NH:12][C:10](=[O:11])[C:9]2[CH:20]=[CH:21][C:22]([C:24]([F:27])([F:26])[F:25])=[CH:23][C:8]=2[O:37][C:34]2[CH:35]=[CH:36][C:31]([O:30][C:29]([F:28])([F:38])[F:39])=[CH:32][CH:33]=2)[CH:18]=[CH:17][NH:16]1. The yield is 0.280. (3) The reactants are [F:1][C:2]1[CH:3]=[C:4]([N:14]2[CH2:18][CH2:17][N:16]([C:19]3[CH:20]=[N:21][CH:22]=[CH:23][C:24]=3[CH3:25])[C:15]2=[O:26])[CH:5]=[CH:6][C:7]=1[CH:8]([OH:13])[C:9]([F:12])([F:11])[F:10].CO. The catalyst is C(Cl)Cl.O=[Mn]=O. The product is [F:1][C:2]1[CH:3]=[C:4]([N:14]2[CH2:18][CH2:17][N:16]([C:19]3[CH:20]=[N:21][CH:22]=[CH:23][C:24]=3[CH3:25])[C:15]2=[O:26])[CH:5]=[CH:6][C:7]=1[C:8](=[O:13])[C:9]([F:12])([F:10])[F:11]. The yield is 0.745. (4) The reactants are Cl[C:2]1[CH:7]=[C:6](Cl)[N:5]=[CH:4][N:3]=1.[C:9]1(B(O)O)[CH:14]=[CH:13][CH:12]=[CH:11][CH:10]=1.C(=O)([O-])[O-].[Na+].[Na+]. The catalyst is C1C=CC(P(C2C=CC=CC=2)C2C=CC=CC=2)=CC=1.C1C=CC(P(C2C=CC=CC=2)C2C=CC=CC=2)=CC=1.Cl[Pd]Cl.O.C(#N)C. The product is [C:9]1([C:2]2[CH:7]=[C:6]([C:9]3[CH:14]=[CH:13][CH:12]=[CH:11][CH:10]=3)[N:5]=[CH:4][N:3]=2)[CH:14]=[CH:13][CH:12]=[CH:11][CH:10]=1. The yield is 0.380. (5) The reactants are Cl[C:2]1[N:7]=[C:6]([C:8]2[S:12][CH:11]=[N:10][C:9]=2[C:13]2[CH:14]=[C:15]([N:19]([CH3:30])[C:20](=[O:29])[C:21]3[C:26]([F:27])=[CH:25][CH:24]=[CH:23][C:22]=3[F:28])[CH:16]=[CH:17][CH:18]=2)[CH:5]=[CH:4][N:3]=1.[CH3:31][S:32]([CH2:35][C:36]1[CH:42]=[CH:41][C:39]([NH2:40])=[CH:38][CH:37]=1)(=[O:34])=[O:33]. The catalyst is Cl.CC(O)C. The product is [F:28][C:22]1[CH:23]=[CH:24][CH:25]=[C:26]([F:27])[C:21]=1[C:20]([N:19]([CH3:30])[C:15]1[CH:16]=[CH:17][CH:18]=[C:13]([C:9]2[N:10]=[CH:11][S:12][C:8]=2[C:6]2[CH:5]=[CH:4][N:3]=[C:2]([NH:40][C:39]3[CH:41]=[CH:42][C:36]([CH2:35][S:32]([CH3:31])(=[O:34])=[O:33])=[CH:37][CH:38]=3)[N:7]=2)[CH:14]=1)=[O:29]. The yield is 0.480. (6) The reactants are [Br:1][C:2]1[CH:3]=[C:4]([C:9]([F:12])([F:11])[F:10])[CH:5]=[CH:6][C:7]=1[OH:8].[CH2:13](Br)[C:14]1[CH:19]=[CH:18][CH:17]=[CH:16][CH:15]=1.C(=O)([O-])[O-].[K+].[K+].C(OCC)C. The catalyst is CC(C)=O.O. The product is [CH2:13]([O:8][C:7]1[CH:6]=[CH:5][C:4]([C:9]([F:10])([F:11])[F:12])=[CH:3][C:2]=1[Br:1])[C:14]1[CH:19]=[CH:18][CH:17]=[CH:16][CH:15]=1. The yield is 0.850. (7) The reactants are [OH-].[Li+].[F:3][C:4]1[CH:5]=[C:6]([CH:18]=[CH:19][CH:20]=1)[CH2:7][N:8]1[CH:12]=[C:11]([C:13]([O:15]CC)=[O:14])[N:10]=[CH:9]1. The catalyst is C1COCC1. The product is [F:3][C:4]1[CH:5]=[C:6]([CH:18]=[CH:19][CH:20]=1)[CH2:7][N:8]1[CH:12]=[C:11]([C:13]([OH:15])=[O:14])[N:10]=[CH:9]1. The yield is 0.795. (8) The reactants are [CH3:1][O:2][C:3]1[CH:8]=[CH:7][C:6]([N+:9]([O-:11])=[O:10])=[CH:5][C:4]=1[NH:12][C:13](=[O:16])[CH2:14][CH3:15].[H-].[Na+].I[CH3:20]. The catalyst is C1COCC1. The product is [CH3:1][O:2][C:3]1[CH:8]=[CH:7][C:6]([N+:9]([O-:11])=[O:10])=[CH:5][C:4]=1[N:12]([CH3:20])[C:13](=[O:16])[CH2:14][CH3:15]. The yield is 0.950. (9) The reactants are [CH3:1][N:2]1[CH:6]=[CH:5][N:4]=[CH:3]1.C([Li])CCC.[C:12]([O:16][C:17]([N:19]1[CH2:24][CH2:23][C:22](=[O:25])[CH2:21][CH2:20]1)=[O:18])([CH3:15])([CH3:14])[CH3:13]. The catalyst is O1CCCC1. The product is [OH:25][C:22]1([C:3]2[N:2]([CH3:1])[CH:6]=[CH:5][N:4]=2)[CH2:21][CH2:20][N:19]([C:17]([O:16][C:12]([CH3:15])([CH3:14])[CH3:13])=[O:18])[CH2:24][CH2:23]1. The yield is 0.840. (10) The reactants are [CH3:1][O:2][C:3]1[CH:4]=[C:5]([SH:9])[CH:6]=[CH:7][CH:8]=1.[C:10](Cl)(=[O:14])[C:11](Cl)=[O:12].[Cl-].[Al+3].[Cl-].[Cl-]. The catalyst is CCOCC. The product is [CH3:1][O:2][C:3]1[CH:8]=[CH:7][C:6]2[C:10](=[O:14])[C:11](=[O:12])[S:9][C:5]=2[CH:4]=1. The yield is 0.470.